Dataset: NCI-60 drug combinations with 297,098 pairs across 59 cell lines. Task: Regression. Given two drug SMILES strings and cell line genomic features, predict the synergy score measuring deviation from expected non-interaction effect. Drug 1: C1CCC(C1)C(CC#N)N2C=C(C=N2)C3=C4C=CNC4=NC=N3. Drug 2: CN(CCCl)CCCl.Cl. Cell line: SF-295. Synergy scores: CSS=4.95, Synergy_ZIP=-3.82, Synergy_Bliss=-4.72, Synergy_Loewe=-8.30, Synergy_HSA=-4.56.